From a dataset of Full USPTO retrosynthesis dataset with 1.9M reactions from patents (1976-2016). Predict the reactants needed to synthesize the given product. (1) Given the product [Br:1][C:2]1[CH:10]=[C:9]2[C:5]([C:6](=[O:12])[C:7](=[O:11])[N:8]2[CH2:20][CH:21]([CH2:22][CH2:23][CH2:24][CH2:25][CH2:26][CH2:27][CH2:28][CH2:29][CH2:30][CH3:31])[CH2:32][CH2:33][CH2:34][CH2:35][CH2:36][CH2:37][CH2:38][CH2:39][CH2:40][CH2:41][CH2:42][CH3:43])=[CH:4][CH:3]=1, predict the reactants needed to synthesize it. The reactants are: [Br:1][C:2]1[CH:10]=[C:9]2[C:5]([C:6](=[O:12])[C:7](=[O:11])[NH:8]2)=[CH:4][CH:3]=1.C([O-])([O-])=O.[K+].[K+].Br[CH2:20][CH:21]([CH2:32][CH2:33][CH2:34][CH2:35][CH2:36][CH2:37][CH2:38][CH2:39][CH2:40][CH2:41][CH2:42][CH3:43])[CH2:22][CH2:23][CH2:24][CH2:25][CH2:26][CH2:27][CH2:28][CH2:29][CH2:30][CH3:31]. (2) Given the product [Cl:1][C:2]1[C:3]([N:9]2[C:13]([CH3:14])=[CH:12][CH:11]=[C:10]2[CH3:15])=[N:4][CH:5]=[C:6]([O:17][CH:24]([CH3:25])[CH3:23])[CH:7]=1, predict the reactants needed to synthesize it. The reactants are: [Cl:1][C:2]1[C:3]([N:9]2[C:13]([CH3:14])=[CH:12][CH:11]=[C:10]2[CH3:15])=[N:4][CH:5]=[C:6](I)[CH:7]=1.C([O-])([O-])=[O:17].[Cs+].[Cs+].N1C2C(=CC=C3C=2N=CC=C3)[CH:25]=[CH:24][CH:23]=1.